The task is: Predict the product of the given reaction.. This data is from Forward reaction prediction with 1.9M reactions from USPTO patents (1976-2016). (1) Given the reactants Cl[CH2:2][C:3]([C:5]1[C:9]([CH3:10])=[C:8]([C:11](=[O:20])[C:12]2[CH:17]=[CH:16][C:15]([Cl:18])=[CH:14][C:13]=2[Cl:19])[N:7]([CH3:21])[C:6]=1[CH3:22])=[O:4].[NH:23]1[CH2:28][CH2:27][CH2:26][CH2:25][CH2:24]1, predict the reaction product. The product is: [Cl:19][C:13]1[CH:14]=[C:15]([Cl:18])[CH:16]=[CH:17][C:12]=1[C:11]([C:8]1[N:7]([CH3:21])[C:6]([CH3:22])=[C:5]([C:3](=[O:4])[CH2:2][N:23]2[CH2:28][CH2:27][CH2:26][CH2:25][CH2:24]2)[C:9]=1[CH3:10])=[O:20]. (2) Given the reactants [C:1]1([CH2:7][O:8][C:9]2[CH:10]=[C:11]([CH2:15][CH2:16][C:17]3[CH:18]=[C:19]([NH2:22])[NH:20][N:21]=3)[CH:12]=[CH:13][CH:14]=2)[CH:6]=[CH:5][CH:4]=[CH:3][CH:2]=1.Cl[C:24]1[CH:29]=[CH:28][N:27]=[C:26]([NH:30][CH2:31][C:32]2[O:36][N:35]=[C:34]([CH3:37])[CH:33]=2)[N:25]=1, predict the reaction product. The product is: [CH3:37][C:34]1[CH:33]=[C:32]([CH2:31][NH:30][C:26]2[N:27]=[C:28]([NH:22][C:19]3[NH:20][N:21]=[C:17]([CH2:16][CH2:15][C:11]4[CH:12]=[CH:13][CH:14]=[C:9]([O:8][CH2:7][C:1]5[CH:2]=[CH:3][CH:4]=[CH:5][CH:6]=5)[CH:10]=4)[CH:18]=3)[CH:29]=[CH:24][N:25]=2)[O:36][N:35]=1. (3) The product is: [F:1][C:2]([F:7])([F:6])[C:3]([O-:5])=[O:4].[NH2:8][C:9]1[C:10]([C:17]([NH:19][CH2:20][C@@H:21]([N+:25]([CH2:28][CH2:29][CH2:30][C:31]2[CH:36]=[CH:35][C:34]([OH:37])=[CH:33][CH:32]=2)([CH3:27])[CH3:26])[CH2:22][CH2:23][CH3:24])=[O:18])=[N:11][C:12]([Cl:16])=[C:13]([NH2:15])[N:14]=1. Given the reactants [F:1][C:2]([F:7])([F:6])[C:3]([O-:5])=[O:4].[NH2:8][C:9]1[C:10]([C:17]([NH:19][CH2:20][C@@H:21]([N+:25]([CH2:28][CH2:29][CH2:30][C:31]2[CH:36]=[CH:35][C:34]([O:37]C)=[CH:33][CH:32]=2)([CH3:27])[CH3:26])[CH2:22][CH2:23][CH3:24])=[O:18])=[N:11][C:12]([Cl:16])=[C:13]([NH2:15])[N:14]=1.B(Br)(Br)Br, predict the reaction product.